Predict the product of the given reaction. From a dataset of Forward reaction prediction with 1.9M reactions from USPTO patents (1976-2016). (1) Given the reactants [CH3:1][O:2][C:3]1[CH:8]=[CH:7][CH:6]=[CH:5][C:4]=1[O:9][CH3:10].CN(C)CCN(C)C.CCCCCC.C([Li])CCC.[Cl:30][C:31]1[C:36]2[C:37](=O)[O:38]C(C)=[N:40][C:35]=2[CH:34]=[CH:33][CH:32]=1, predict the reaction product. The product is: [NH2:40][C:35]1[CH:34]=[CH:33][CH:32]=[C:31]([Cl:30])[C:36]=1[C:37]([C:5]1[CH:6]=[CH:7][CH:8]=[C:3]([O:2][CH3:1])[C:4]=1[O:9][CH3:10])=[O:38]. (2) Given the reactants Br[C:2]1[C:6]2[N:7]=[C:8]([Cl:11])[N:9]=[CH:10][C:5]=2[S:4][CH:3]=1.[N:12]1[C:21]2[C:16](=[CH:17][CH:18]=[CH:19][CH:20]=2)[CH:15]=[C:14](B(O)O)[CH:13]=1, predict the reaction product. The product is: [Cl:11][C:8]1[N:9]=[CH:10][C:5]2[S:4][CH:3]=[C:2]([C:14]3[CH:13]=[N:12][C:21]4[C:16]([CH:15]=3)=[CH:17][CH:18]=[CH:19][CH:20]=4)[C:6]=2[N:7]=1. (3) The product is: [NH3:1].[C:2]([OH:7])(=[O:8])/[CH:3]=[CH:4]\[C:5]([NH2:1])=[O:6]. Given the reactants [NH3:1].[C:2]1(=[O:8])[O:7][C:5](=[O:6])[CH:4]=[CH:3]1, predict the reaction product. (4) Given the reactants [CH3:1][N:2]1[CH:6]=[C:5]([CH:7]=O)[CH:4]=[N:3]1.Cl.[NH2:10][OH:11].N, predict the reaction product. The product is: [CH3:1][N:2]1[CH:6]=[C:5]([CH:7]=[N:10][OH:11])[CH:4]=[N:3]1.